Dataset: Forward reaction prediction with 1.9M reactions from USPTO patents (1976-2016). Task: Predict the product of the given reaction. (1) Given the reactants [CH3:1][O:2][C:3]1[CH:8]=[CH:7][C:6]([N:9]2[CH2:14][CH2:13][N:12]([C:15]3[C:33]([CH3:34])=[C:32]([CH3:35])[C:18]4[C:19]([C:25]5[CH:30]=[CH:29][C:28]([CH3:31])=[CH:27][CH:26]=5)(O)[C:20]([CH3:23])([CH3:22])[O:21][C:17]=4[C:16]=3[CH3:36])[CH2:11][CH2:10]2)=[CH:5][CH:4]=1, predict the reaction product. The product is: [CH3:1][O:2][C:3]1[CH:8]=[CH:7][C:6]([N:9]2[CH2:14][CH2:13][N:12]([C:15]3[C:33]([CH3:34])=[C:32]([CH3:35])[C:18]4[CH:19]([C:25]5[CH:26]=[CH:27][C:28]([CH3:31])=[CH:29][CH:30]=5)[C:20]([CH3:23])([CH3:22])[O:21][C:17]=4[C:16]=3[CH3:36])[CH2:11][CH2:10]2)=[CH:5][CH:4]=1. (2) Given the reactants [C:1]([C:5]1[CH:18]=[CH:17][CH:16]=[CH:15][C:6]=1[O:7][C:8]1[C:13]([NH2:14])=[CH:12][CH:11]=[CH:10][N:9]=1)([CH3:4])([CH3:3])[CH3:2].[C:19](N1C=CC=CC1=O)(N1C=CC=CC1=O)=[S:20], predict the reaction product. The product is: [C:1]([C:5]1[CH:18]=[CH:17][CH:16]=[CH:15][C:6]=1[O:7][C:8]1[C:13]([N:14]=[C:19]=[S:20])=[CH:12][CH:11]=[CH:10][N:9]=1)([CH3:4])([CH3:2])[CH3:3]. (3) The product is: [ClH:1].[ClH:1].[NH2:37][C@@H:38]([CH:39]([CH3:41])[CH3:40])[C:42]([N:26]1[CH2:27][CH2:28][CH:23]([N:22]([C:19]2[CH:20]=[CH:21][C:16]([F:15])=[CH:17][CH:18]=2)[CH3:29])[CH2:24][CH2:25]1)=[O:43]. Given the reactants [ClH:1].C(N=C=NCCCN(C)C)C.Cl.Cl.[F:15][C:16]1[CH:21]=[CH:20][C:19]([N:22]([CH3:29])[CH:23]2[CH2:28][CH2:27][NH:26][CH2:25][CH2:24]2)=[CH:18][CH:17]=1.C(OC([NH:37][C@H:38]([C:42](O)=[O:43])[CH:39]([CH3:41])[CH3:40])=O)(C)(C)C.O.ON1C2C=CC=CC=2N=N1.CN1CCOCC1, predict the reaction product. (4) Given the reactants Cl[C:2]1[C:7]([N+:8]([O-:10])=[O:9])=[CH:6][CH:5]=[C:4]([O:11][CH3:12])[N:3]=1.[CH2:13](B(O)O)[CH3:14].C([O-])([O-])=O.[K+].[K+], predict the reaction product. The product is: [CH2:13]([C:2]1[C:7]([N+:8]([O-:10])=[O:9])=[CH:6][CH:5]=[C:4]([O:11][CH3:12])[N:3]=1)[CH3:14].